This data is from Reaction yield outcomes from USPTO patents with 853,638 reactions. The task is: Predict the reaction yield, written as a fraction of the theoretical maximum amount of product (1.0 means a 100% yield; for example, 0.34 means a 34% yield). (1) The reactants are NS(N)(=O)=O.Cl[CH2:7][CH2:8][CH2:9][S:10]([N:13]1[CH2:18][CH2:17][CH:16]([C:19]2[C:27]3[C:22](=[C:23]([C:33]([NH2:35])=[O:34])[CH:24]=[C:25]([C:28]4[CH:32]=[CH:31][S:30][CH:29]=4)[CH:26]=3)[NH:21][CH:20]=2)[CH2:15][CH2:14]1)(=[O:12])=[O:11].[NH:36]1[CH2:41][CH2:40][O:39][CH2:38][CH2:37]1.C([O-])([O-])=O.[K+].[K+]. No catalyst specified. The product is [N:36]1([CH2:7][CH2:8][CH2:9][S:10]([N:13]2[CH2:18][CH2:17][CH:16]([C:19]3[C:27]4[C:22](=[C:23]([C:33]([NH2:35])=[O:34])[CH:24]=[C:25]([C:28]5[CH:32]=[CH:31][S:30][CH:29]=5)[CH:26]=4)[NH:21][CH:20]=3)[CH2:15][CH2:14]2)(=[O:12])=[O:11])[CH2:41][CH2:40][O:39][CH2:38][CH2:37]1. The yield is 0.510. (2) The reactants are Cl[C:2]1[N:3]=[C:4]([NH:17][CH2:18][CH2:19][CH3:20])[C:5]2[N:11]=[C:10](Cl)[N:9]=[C:8]([NH:13][CH2:14][CH2:15][CH3:16])[C:6]=2[N:7]=1.C([O-])([O-])=O.[K+].[K+].[CH2:27]([NH2:30])[CH2:28][CH3:29]. The catalyst is C(O)CCC. The product is [CH2:27]([NH:30][C:2]1[N:3]=[C:4]([NH:17][CH2:18][CH2:19][CH3:20])[C:5]2[N:11]=[C:10]([NH:3][CH2:4][CH2:5][CH3:6])[N:9]=[C:8]([NH:13][CH2:14][CH2:15][CH3:16])[C:6]=2[N:7]=1)[CH2:28][CH3:29]. The yield is 0.610. (3) The reactants are [NH2:1][C:2]1[CH:7]=[CH:6][C:5]([OH:8])=[C:4]([F:9])[CH:3]=1.[Cl:10][C:11]1[C:12]([C:18]([NH2:20])=[O:19])=[N:13][CH:14]=[CH:15][C:16]=1Cl.CC([O-])(C)C.[K+].O. The catalyst is CN(C=O)C. The product is [NH2:1][C:2]1[CH:7]=[CH:6][C:5]([O:8][C:16]2[CH:15]=[CH:14][N:13]=[C:12]([C:18]([NH2:20])=[O:19])[C:11]=2[Cl:10])=[C:4]([F:9])[CH:3]=1. The yield is 0.602. (4) The catalyst is CCOC(C)=O.CCCCCC.C(Cl)Cl. The reactants are [Br:1][C:2]1[CH:3]=[C:4]2[C:9](=[CH:10][CH:11]=1)[N:8]=[C:7]([OH:12])[CH:6]=[CH:5]2.[C:13]([C@@H:17]1[CH2:22][CH2:21][C@H:20](O)[CH2:19][CH2:18]1)([CH3:16])([CH3:15])[CH3:14].C1(P(C2C=CC=CC=2)C2C=CC=CC=2)C=CC=CC=1.C1(C)C=CC=CC=1.N(C(OC(C)C)=O)=NC(OC(C)C)=O. The yield is 0.360. The product is [Br:1][C:2]1[CH:3]=[C:4]2[C:9](=[CH:10][CH:11]=1)[N:8]=[C:7]([O:12][C@H:20]1[CH2:21][CH2:22][C@H:17]([C:13]([CH3:16])([CH3:15])[CH3:14])[CH2:18][CH2:19]1)[CH:6]=[CH:5]2. (5) The reactants are [NH2:1][C:2]1[N:10]=[C:9]([O:11][CH2:12][CH2:13][CH2:14][CH3:15])[N:8]=[C:7]2[C:3]=1[N:4]=[C:5]([O:28]C)[N:6]2[CH2:16][CH2:17][CH2:18][O:19][C:20]1[CH:27]=[CH:26][C:23]([CH:24]=O)=[CH:22][CH:21]=1.[CH3:30][NH:31][CH3:32].[BH4-].C(O)(=O)C.C(O)(=O)C.C(O)(=O)C.[Na+].C(=O)([O-])O.[Na+]. The catalyst is C1COCC1. The product is [NH2:1][C:2]1[N:10]=[C:9]([O:11][CH2:12][CH2:13][CH2:14][CH3:15])[N:8]=[C:7]2[C:3]=1[NH:4][C:5](=[O:28])[N:6]2[CH2:16][CH2:17][CH2:18][O:19][C:20]1[CH:27]=[CH:26][C:23]([CH2:24][N:31]([CH3:32])[CH3:30])=[CH:22][CH:21]=1. The yield is 0.430. (6) The reactants are [Cl:1][C:2]1[N:3]=[CH:4][N:5]([C:7]2[CH:12]=[CH:11][C:10]([NH:13][C:14](SC)=[NH:15])=[CH:9][C:8]=2[O:18][CH3:19])[CH:6]=1.[Cl:20][CH2:21][CH2:22][CH2:23][CH2:24][CH:25]([C:29]1[CH:34]=[CH:33][CH:32]=[CH:31][C:30]=1[F:35])[C:26](O)=O.[NH2:36][NH2:37]. No catalyst specified. The product is [Cl:20][CH2:21][CH2:22][CH2:23][CH2:24][CH:25]([C:26]1[NH:37][N:36]=[C:14]([NH:13][C:10]2[CH:11]=[CH:12][C:7]([N:5]3[CH:6]=[C:2]([Cl:1])[N:3]=[CH:4]3)=[C:8]([O:18][CH3:19])[CH:9]=2)[N:15]=1)[C:29]1[CH:34]=[CH:33][CH:32]=[CH:31][C:30]=1[F:35]. The yield is 1.00. (7) The reactants are [CH3:1][S:2](Cl)(=[O:4])=[O:3].Cl.[Cl:7][C:8]1[C:9]([F:34])=[C:10]([CH:31]=[CH:32][CH:33]=1)[NH:11][C:12]1[C:21]2[C:16](=[CH:17][C:18]([O:29][CH3:30])=[C:19]([O:22][C@H:23]3[CH2:28][CH2:27][CH2:26][NH:25][CH2:24]3)[CH:20]=2)[N:15]=[CH:14][N:13]=1.C(N(C(C)C)CC)(C)C. The catalyst is C(Cl)Cl. The product is [Cl:7][C:8]1[C:9]([F:34])=[C:10]([CH:31]=[CH:32][CH:33]=1)[NH:11][C:12]1[C:21]2[C:16](=[CH:17][C:18]([O:29][CH3:30])=[C:19]([O:22][C@H:23]3[CH2:28][CH2:27][CH2:26][N:25]([S:2]([CH3:1])(=[O:4])=[O:3])[CH2:24]3)[CH:20]=2)[N:15]=[CH:14][N:13]=1. The yield is 0.850. (8) The reactants are [F:1][B-:2]([F:5])([F:4])[F:3].[C:6]1([C:12]2[CH:17]=[C:16]([C:18]3[CH:23]=[CH:22][CH:21]=[CH:20][CH:19]=3)[CH:15]=[C:14]([C:24]3[CH:29]=[CH:28][CH:27]=[CH:26][CH:25]=3)[O+]=2)[CH:11]=[CH:10][CH:9]=[CH:8][CH:7]=1.[O:30]([C:37]1[CH:43]=[CH:42][C:40]([NH2:41])=[CH:39][CH:38]=1)[C:31]1[CH:36]=[CH:35][CH:34]=[CH:33][CH:32]=1. The catalyst is C(O)C. The product is [F:1][B-:2]([F:5])([F:4])[F:3].[O:30]([C:37]1[CH:38]=[CH:39][C:40]([N+:41]2[C:14]([C:24]3[CH:29]=[CH:28][CH:27]=[CH:26][CH:25]=3)=[CH:15][C:16]([C:18]3[CH:19]=[CH:20][CH:21]=[CH:22][CH:23]=3)=[CH:17][C:12]=2[C:6]2[CH:11]=[CH:10][CH:9]=[CH:8][CH:7]=2)=[CH:42][CH:43]=1)[C:31]1[CH:32]=[CH:33][CH:34]=[CH:35][CH:36]=1. The yield is 0.950.